This data is from Catalyst prediction with 721,799 reactions and 888 catalyst types from USPTO. The task is: Predict which catalyst facilitates the given reaction. (1) Product: [CH3:1][CH2:2][O:3][C:4]([C@@:6]1([CH3:14])[N:10]([C:22](=[O:24])[CH3:23])[C@H:9]([C:11]([OH:13])=[O:12])[CH2:8][S:7]1)=[O:5]. The catalyst class is: 84. Reactant: [CH3:1][CH2:2][O:3][C:4]([C:6]1([CH3:14])[NH:10][CH:9]([C:11]([OH:13])=[O:12])[CH2:8][S:7]1)=[O:5].C(N(CC)CC)C.[C:22](Cl)(=[O:24])[CH3:23].Cl. (2) Reactant: C([NH:5][S:6]([C:9]1[O:10][C:11]([C:14]#[N:15])=[CH:12][CH:13]=1)(=[O:8])=[O:7])(C)(C)C. Product: [C:14]([C:11]1[O:10][C:9]([S:6]([NH2:5])(=[O:8])=[O:7])=[CH:13][CH:12]=1)#[N:15]. The catalyst class is: 55. (3) The catalyst class is: 52. Reactant: [F:1][C:2]1[CH:3]=[C:4]2[C:12](=[C:13]([S:15]([CH3:18])(=[O:17])=[O:16])[CH:14]=1)[N:11]([C@H:19]([C:21]1[CH:26]=[CH:25][C:24]([C:27]([F:30])([F:29])[F:28])=[CH:23][CH:22]=1)[CH3:20])[C:10]1[C@@H:9]([CH2:31][C:32]([O:34]C)=[O:33])[CH2:8][CH2:7][CH2:6][C:5]2=1.C1COCC1.CO.[Li+].[OH-]. Product: [F:1][C:2]1[CH:3]=[C:4]2[C:12](=[C:13]([S:15]([CH3:18])(=[O:16])=[O:17])[CH:14]=1)[N:11]([C@H:19]([C:21]1[CH:26]=[CH:25][C:24]([C:27]([F:30])([F:28])[F:29])=[CH:23][CH:22]=1)[CH3:20])[C:10]1[C@@H:9]([CH2:31][C:32]([OH:34])=[O:33])[CH2:8][CH2:7][CH2:6][C:5]2=1. (4) Reactant: [CH2:1]([C:5]1[C:6]([CH3:13])=[C:7]([C:10]([OH:12])=O)[S:8][CH:9]=1)[CH:2]([CH3:4])[CH3:3].[CH3:14][Li].[NH4+].[Cl-]. The catalyst class is: 27. Product: [CH2:1]([C:5]1[C:6]([CH3:13])=[C:7]([C:10](=[O:12])[CH3:14])[S:8][CH:9]=1)[CH:2]([CH3:3])[CH3:4].